This data is from Full USPTO retrosynthesis dataset with 1.9M reactions from patents (1976-2016). The task is: Predict the reactants needed to synthesize the given product. Given the product [CH3:17][O:16][C:8]1[C:7]2[N:6]=[C:4]([CH2:3][O:2][CH3:1])[NH:13][C:12]=2[CH:11]=[CH:10][CH:9]=1, predict the reactants needed to synthesize it. The reactants are: [CH3:1][O:2][CH2:3][C:4]([NH:6][C:7]1[C:12]([N+:13]([O-])=O)=[CH:11][CH:10]=[CH:9][C:8]=1[O:16][CH3:17])=O.[Sn](Cl)Cl.[OH-].[Na+].